This data is from Full USPTO retrosynthesis dataset with 1.9M reactions from patents (1976-2016). The task is: Predict the reactants needed to synthesize the given product. (1) The reactants are: [F:1][C:2]1[CH:10]=[CH:9][CH:8]=[C:7]2[C:3]=1[CH:4]=[C:5]([C:11]([O:13][CH3:14])=[O:12])[NH:6]2.[H-].[Na+].I[CH3:18].O. Given the product [F:1][C:2]1[CH:10]=[CH:9][CH:8]=[C:7]2[C:3]=1[CH:4]=[C:5]([C:11]([O:13][CH3:14])=[O:12])[N:6]2[CH3:18], predict the reactants needed to synthesize it. (2) Given the product [CH3:24][O:23][C:6]1[CH:5]=[CH:4][C:3]([C:1]#[N:2])=[CH:22][C:7]=1[O:8][CH:9]1[CH2:14][CH2:13][NH:12][CH2:11][CH2:10]1, predict the reactants needed to synthesize it. The reactants are: [C:1]([C:3]1[CH:4]=[CH:5][C:6]([O:23][CH3:24])=[C:7]([CH:22]=1)[O:8][CH:9]1[CH2:14][CH2:13][N:12](C(OC(C)(C)C)=O)[CH2:11][CH2:10]1)#[N:2].Cl.